From a dataset of Experimentally validated miRNA-target interactions with 360,000+ pairs, plus equal number of negative samples. Binary Classification. Given a miRNA mature sequence and a target amino acid sequence, predict their likelihood of interaction. (1) The miRNA is hsa-miR-591 with sequence AGACCAUGGGUUCUCAUUGU. The protein sequence of the target gene is MASSSDSEDDSVMAVDQEETALEGTMEQDEDPHPVLEVEETRHNRSMSELPEEVLEYILSFLSPYQEHKTAALVCKQWYRLIKGVAHQCYHGFMKAVQEGNIQWESRTYPYPGTPITQRFSHSACYYDANQSMYVFGGCTQSSCNAAFNDLWRLDLNSKEWIRPLASGSYPSPKAGATLVVYKDLLVLFGGWTRPSPYPLHQPERFFDEIHTYSPSKNWWNCIVTTHGPPPMAGHSSCVIGDKMIVFGGSLGSRQMSNEVWVLDLEQWAWSKPNISGPSPHPRGGQSQIVIDDTTLLILG.... Result: 0 (no interaction). (2) The miRNA is hsa-miR-3934-5p with sequence UCAGGUGUGGAAACUGAGGCAG. The protein sequence of the target gene is MVNEARGNSSLNPCLEGSASSGSESSKDSSRCSTPGLDPERHERLREKMRRRLESGDKWFSLEFFPPRTAEGAVNLISRFDRMAAGGPLYIDVTWHPAGDPGSDKETSSMMIASTAVNYCGLETILHMTCCRQRLEEITGHLHKAKQLGLKNIMALRGDPIGDQWEEEEGGFNYAVDLVKHIRSEFGDYFDICVAGYPKGHPEAGSFEADLKHLKEKVSAGADFIITQLFFEADTFFRFVKACTDMGITCPIVPGIFPIQGYHSLRQLVKLSKLEVPQEIKDVIEPIKDNDAAIRNYGIE.... Result: 1 (interaction). (3) The miRNA is hsa-miR-4790-3p with sequence UGAAUGGUAAAGCGAUGUCACA. The protein sequence of the target gene is MATKCGNCGPGYSTPLEAMKGPREEIVYLPCIYRNTGTEAPDYLATVDVDPKSPQYCQVIHRLPMPNLKDELHHSGWNTCSSCFGDSTKSRTKLVLPSLISSRIYVVDVGSEPRAPKLHKVIEPKDIHAKCELAFLHTSHCLASGEVMISSLGDVKGNGKGGFVLLDGETFEVKGTWERPGGAAPLGYDFWYQPRHNVMISTEWAAPNVLRDGFNPADVEAGLYGSHLYVWDWQRHEIVQTLSLKDGLIPLEIRFLHNPDAAQGFVGCALSSTIQRFYKNEGGTWSVEKVIQVPPKKVKG.... Result: 0 (no interaction). (4) The miRNA is hsa-miR-3171 with sequence AGAUGUAUGGAAUCUGUAUAUAUC. The protein sequence of the target gene is MFSMRIVCLVLSVVGTAWTADSGEGDFLAEGGGVRGPRVVERHQSACKDSDWPFCSDEDWNYKCPSGCRMKGLIDEVNQDFTNRINKLKNSLFEYQKNNKDSHSLTTNIMEILRGDFSSANNRDNTYNRVSEDLRSRIEVLKRKVIEKVQHIQLLQKNVRAQLVDMKRLEVDIDIKIRSCRGSCSRALAREVDLKDYEDQQKQLEQVIAKDLLPSRDRQHLPLIKMKPVPDLVPGNFKSQLQKVPPEWKALTDMPQMRMELERPGGNEITRGGSTSYGTGSETESPRNPSSAGSWNSGSS.... Result: 0 (no interaction). (5) The miRNA is mmu-miR-1930-5p with sequence ACCUCCAUAGUACCUGCAGCGU. The protein sequence of the target gene is MGILSITDQPPLVQAIFSRDVEEVRSLLSQKENINVLDQERRTPLHAAAYVGDVPILQLLLMSGANVNAKDTLWLTPLHRAAASRNEKVLGLLLAHSADVNARDKLWQTPLHVAAANRATKCAEALAPLLSSLNVADRSGRSALHHAVHSGHLETVNLLLNKGASLNVCDKKERQPLHWAAFLGHLEVLKLLVARGADLSCKDRKGYGLLHTAAASGQIEVVKHLLRMGAEIDEPNAFGNTALHIACYLGQDAVAIELVNAGANVNQPNDKGFTPLHVAAVSTNGALCLELLVNNGADVN.... Result: 0 (no interaction). (6) The miRNA is mmu-miR-302d-3p with sequence UAAGUGCUUCCAUGUUUGAGUGU. The protein sequence of the target gene is MAETVSPLKHFVLAKKAITAIFGQLLEFVTEGSHFVEATYRNPELDRIASEDDLVEIQGYRNKLAVIGEVLSRRHMKVAFFGRTSSGKSSVINAMLWDKVLPSGIGHTTNCFLSVEGTDGDKAYLMTEGSDEKKSVKTVNQLAHALHMDKDLKAGCLVHVFWPKAKCALLRDDLVLVDSPGTDVTTELDIWIDKFCLDADVFVLVANSESTLMNTEKHFFHKVNERLSKPNIFILNNRWDASASEPEYMEDVRRQHMERCLHFLVEELKVVSPSEARNRIFFVSAKEVLNSRKHKAQGMP.... Result: 0 (no interaction). (7) The protein sequence of the target gene is MASVAVDPQPSVVTRVVNLPLVSSTYDLMSSAYLSTKDQYPYLKSVCEMAENGVKTITSVAMTSALPIIQKLEPQIAVANTYACKGLDRIEERLPILNQPSTQIVANAKGAVTGAKDAVTTTVTGAKDSVASTITGVMDKTKGAVTGSVEKTKSVVSGSINTVLGSRMMQLVSSGVENALTKSELLVEQYLPLTEEELEKEAKKVEGFDLVQKPSYYVRLGSLSTKLHSRAYQQALSRVKEAKQKSQQTISQLHSTVHLIEFARKNVYSANQKIQDAQDKLYLSWVEWKRSIGYDDTDES.... Result: 0 (no interaction). The miRNA is hsa-miR-3619-5p with sequence UCAGCAGGCAGGCUGGUGCAGC. (8) The miRNA is cel-miR-268 with sequence GGCAAGAAUUAGAAGCAGUUUGGU. The protein sequence of the target gene is MDSTALKILQDKCICYICSDFMEDPVTSRCGHNFCFACLRLLWDDLQGNIFCPVCQTPFPPKSFSRNYQFRNMTETIRLLQKRQSKRKRQEEHTVCPKHDQPLVLFCVRDRDVLCTQCSLSVEHQGHYTCPIKKASSYHRKVLESAIATLKFGVKQVEEKLAVQHRRVLGLREEAQYQKIEIRYEIGQIKLFLQSEYEAHLNESHMEELRSFSELNGYLETLLDHVSTAKDLLKEVEAIHERSDVTLLRAYHKLQNLKSPKPWLFRTKQYGLSLPAQYSGLSRIIKQFQADVTFDRDTAH.... Result: 0 (no interaction). (9) The miRNA is mmu-miR-743a-3p with sequence GAAAGACACCAAGCUGAGUAGA. The protein sequence of the target gene is MPEAVAKMRVCWLVRQDSRHQRIKLPHLEAVVIGRSPETKITDKKCSRQQVQLKAECNKGYVKVQQMGVNPTSIDSGVIGKDQEKKLLPGQVLHMVNGLYPYIVEFEEVAESPNLTQRKRKRSDCDSEEMEAESGTGLAPGSSPSQCSVSPKKDKNGATKKESLGHWSQGLKMSMKDPKMQVYKDDQVVVIKDKYPKARHHWLVLPWASISSLKVVTSEHLELLKHMHAVGEKVIADFAGSSKLRFRLGYHAIPSMSHVHLHVISQDFDSPCLKNKKHWNSFNTEYFLESQAVIKMVQEA.... Result: 1 (interaction). (10) The miRNA is mmu-miR-129-2-3p with sequence AAGCCCUUACCCCAAAAAGCAU. The protein sequence of the target gene is MAAQEWDWFQREELIGQISDIRVQNLQVERENVQKRTFTRWINLHLEKCDPPLEVTDLFVDIQDGKILMALLEVLSGRNLLHEYKSSSHRIFRLNNIAKALKFLEDSNVKLVSIDAAEIADGNPSLVLGLIWNIILFFQIKELTGNLSRSSPSSSLSPGSGGTDSDSSYPPTPTTERSVAVAVKDQRKAIKTLLSWVQRKTRKYGVAVQDFAGSWRSGLAFLAVIKAIDPSLVDMKQALEDSTRDNLEKAFSIAHDSLHIPRLLEPEDIMVDMPDEQSIVTYVAQFLERFPELEPEDFVN.... Result: 1 (interaction).